Dataset: Forward reaction prediction with 1.9M reactions from USPTO patents (1976-2016). Task: Predict the product of the given reaction. (1) Given the reactants [Cl:1][C:2]1[CH:11]=[CH:10][C:9]2[NH:8][C:7](=O)[C:6]3[N:13]=[C:14]([CH3:16])[O:15][C:5]=3[C:4]=2[CH:3]=1.O=P(Cl)(Cl)[Cl:19], predict the reaction product. The product is: [Cl:19][C:7]1[C:6]2[N:13]=[C:14]([CH3:16])[O:15][C:5]=2[C:4]2[CH:3]=[C:2]([Cl:1])[CH:11]=[CH:10][C:9]=2[N:8]=1. (2) Given the reactants [NH:1]1[C:9]2[C:4](=[C:5]([C:10]3[N:11]=[C:12]([N:22]4[CH2:27][CH2:26][O:25][CH2:24][CH2:23]4)[C:13]4[S:18][C:17]([C:19]([OH:21])=O)=[CH:16][C:14]=4[N:15]=3)[CH:6]=[CH:7][CH:8]=2)[CH:3]=[N:2]1.[O:28]1[CH2:33][CH2:32][N:31]([CH2:34][CH2:35][NH2:36])[CH2:30][CH2:29]1, predict the reaction product. The product is: [NH:1]1[C:9]2[C:4](=[C:5]([C:10]3[N:11]=[C:12]([N:22]4[CH2:23][CH2:24][O:25][CH2:26][CH2:27]4)[C:13]4[S:18][C:17]([C:19]([NH:36][CH2:35][CH2:34][N:31]5[CH2:32][CH2:33][O:28][CH2:29][CH2:30]5)=[O:21])=[CH:16][C:14]=4[N:15]=3)[CH:6]=[CH:7][CH:8]=2)[CH:3]=[N:2]1. (3) Given the reactants [Br:1][C:2]1[NH:3][CH:4]=[C:5]([Br:7])[N:6]=1.[Cl:8][C:9]1[CH:14]=[CH:13][C:12](F)=[C:11]([Cl:16])[CH:10]=1.C(=O)([O-])[O-].[K+].[K+], predict the reaction product. The product is: [Br:1][C:2]1[N:3]([C:12]2[CH:13]=[CH:14][C:9]([Cl:8])=[CH:10][C:11]=2[Cl:16])[CH:4]=[C:5]([Br:7])[N:6]=1. (4) Given the reactants S(=O)(=O)(O)O.[OH:6][C:7]1[CH:12]=[CH:11][CH:10]=[C:9]([O:13][CH3:14])[C:8]=1[CH2:15][CH2:16][OH:17].[CH2:18]([OH:20])[CH3:19].C1(C)C=CC=CC=1, predict the reaction product. The product is: [C:18]([O:17][CH2:16][CH2:15][C:8]1[C:9]([O:13][CH3:14])=[CH:10][CH:11]=[CH:12][C:7]=1[OH:6])(=[O:20])[CH3:19]. (5) Given the reactants Br[C:2]1[CH:3]=[C:4]([CH:12]=[C:13]([C:15]([OH:24])([C:20]([F:23])([F:22])[F:21])[C:16]([F:19])([F:18])[F:17])[CH:14]=1)[C:5]([O:7][C:8]([CH3:11])([CH3:10])[CH3:9])=[O:6].[Br-].[CH3:26][C:27]1[CH:28]=[CH:29][C:30]([Zn+])=[N:31][CH:32]=1, predict the reaction product. The product is: [CH3:26][C:27]1[CH:28]=[CH:29][C:30]([C:2]2[CH:3]=[C:4]([CH:12]=[C:13]([C:15]([OH:24])([C:16]([F:17])([F:18])[F:19])[C:20]([F:23])([F:21])[F:22])[CH:14]=2)[C:5]([O:7][C:8]([CH3:9])([CH3:10])[CH3:11])=[O:6])=[N:31][CH:32]=1. (6) Given the reactants [CH3:1][S:2](Cl)(=[O:4])=[O:3].CN(C)C=O.O1CCCC1.[NH2:16][C:17]1[CH:37]=[CH:36][C:20]([O:21][CH2:22][CH2:23][O:24][C:25]2[CH:30]=[CH:29][CH:28]=[CH:27][C:26]=2[CH:31]([CH3:35])[C:32]([OH:34])=[O:33])=[CH:19][CH:18]=1, predict the reaction product. The product is: [CH3:1][S:2]([NH:16][C:17]1[CH:18]=[CH:19][C:20]([O:21][CH2:22][CH2:23][O:24][C:25]2[CH:30]=[CH:29][CH:28]=[CH:27][C:26]=2[CH:31]([CH3:35])[C:32]([OH:34])=[O:33])=[CH:36][CH:37]=1)(=[O:4])=[O:3].